Predict the reactants needed to synthesize the given product. From a dataset of Full USPTO retrosynthesis dataset with 1.9M reactions from patents (1976-2016). (1) Given the product [Br:1][C:2]1[CH:7]=[CH:6][C:5]([C@@:8]2([C:9]([F:11])([F:12])[F:10])[NH:14][C@@H:15]([CH2:18][C:19]([F:22])([CH3:21])[CH3:20])[CH2:16][O:13]2)=[CH:4][CH:3]=1, predict the reactants needed to synthesize it. The reactants are: [Br:1][C:2]1[CH:7]=[CH:6][C:5]([C:8](=[O:13])[C:9]([F:12])([F:11])[F:10])=[CH:4][CH:3]=1.[NH2:14][C@@H:15]([CH2:18][C:19]([F:22])([CH3:21])[CH3:20])[CH2:16]O.CC1C=CC(S([O-])(=O)=O)=CC=1.C1C=C[NH+]=CC=1. (2) Given the product [NH2:16][C:17]([NH:19][C:20]1[NH:21][C:22]([C:28]2[CH:29]=[CH:30][C:31]([CH2:34][N:8]([CH2:1][C:2]3[CH:7]=[CH:6][CH:5]=[CH:4][CH:3]=3)[CH2:9][CH2:10][OH:11])=[CH:32][CH:33]=2)=[CH:23][C:24]=1[C:25]([NH2:27])=[O:26])=[O:18], predict the reactants needed to synthesize it. The reactants are: [CH2:1]([NH:8][CH2:9][CH2:10][OH:11])[C:2]1[CH:7]=[CH:6][CH:5]=[CH:4][CH:3]=1.C([BH3-])#N.[Na+].[NH2:16][C:17]([NH:19][C:20]1[NH:21][C:22]([C:28]2[CH:33]=[CH:32][C:31]([CH:34]=O)=[CH:30][CH:29]=2)=[CH:23][C:24]=1[C:25]([NH2:27])=[O:26])=[O:18].C(=O)([O-])O.[Na+]. (3) Given the product [C:28]1([C:37]2[CH:38]=[CH:39][CH:40]=[CH:41][CH:42]=2)[CH:33]=[CH:32][CH:31]=[C:30]([N:8]2[C:9]3[C:5](=[CH:4][CH:3]=[C:2]([Cl:1])[CH:10]=3)[C:6]([C:11]([N:13]3[CH2:18][CH2:17][C:16]4([C:22]5[CH:23]=[CH:24][CH:25]=[CH:26][C:21]=5[C:20](=[O:27])[O:19]4)[CH2:15][CH2:14]3)=[O:12])=[CH:7]2)[CH:29]=1, predict the reactants needed to synthesize it. The reactants are: [Cl:1][C:2]1[CH:10]=[C:9]2[C:5]([C:6]([C:11]([N:13]3[CH2:18][CH2:17][C:16]4([C:22]5[CH:23]=[CH:24][CH:25]=[CH:26][C:21]=5[C:20](=[O:27])[O:19]4)[CH2:15][CH2:14]3)=[O:12])=[CH:7][NH:8]2)=[CH:4][CH:3]=1.[C:28]1([C:37]2[CH:42]=[CH:41][CH:40]=[CH:39][CH:38]=2)[CH:33]=[CH:32][CH:31]=[C:30](B(O)O)[CH:29]=1. (4) The reactants are: Br[CH2:2][C:3]1[N:8]=[CH:7][N:6]2[N:9]=[CH:10][N:11]=[C:5]2[C:4]=1[CH2:12][CH2:13][CH3:14].[NH:15]1[CH:19]=[CH:18][N:17]=[C:16]1[C:20]1[N:27]=[CH:26][CH:25]=[CH:24][C:21]=1[C:22]#[N:23].C([O-])([O-])=O.[K+].[K+]. Given the product [CH2:12]([C:4]1[C:5]2[N:6]([N:9]=[CH:10][N:11]=2)[CH:7]=[N:8][C:3]=1[CH2:2][N:15]1[CH:19]=[CH:18][N:17]=[C:16]1[C:20]1[N:27]=[CH:26][CH:25]=[CH:24][C:21]=1[C:22]#[N:23])[CH2:13][CH3:14], predict the reactants needed to synthesize it. (5) Given the product [Cl:30][C:18]1[CH:17]=[C:16]([NH:15][C:13]2[C:14]3[N:6]([CH2:5][CH2:4][NH:3][C:33](=[O:34])[C:32]([CH3:36])([S:37]([CH3:40])(=[O:39])=[O:38])[CH3:31])[CH:7]=[CH:8][C:9]=3[N:10]=[CH:11][N:12]=2)[CH:21]=[CH:20][C:19]=1[O:22][C:23]1[CH:28]=[CH:27][CH:26]=[C:25]([CH3:29])[CH:24]=1, predict the reactants needed to synthesize it. The reactants are: Cl.Cl.[NH2:3][CH2:4][CH2:5][N:6]1[C:14]2[C:13]([NH:15][C:16]3[CH:21]=[CH:20][C:19]([O:22][C:23]4[CH:28]=[CH:27][CH:26]=[C:25]([CH3:29])[CH:24]=4)=[C:18]([Cl:30])[CH:17]=3)=[N:12][CH:11]=[N:10][C:9]=2[CH:8]=[CH:7]1.[CH3:31][C:32]([S:37]([CH3:40])(=[O:39])=[O:38])([CH3:36])[C:33](O)=[O:34].Cl.C(N=C=NCCCN(C)C)C.ON1C2C=CC=CC=2N=N1. (6) Given the product [C:33]([O:32][C:28](=[O:31])[CH2:29][CH2:30][N:16]1[CH2:15][CH2:14][CH:13]([C:10]2[CH:9]=[CH:8][C:7]([CH2:6][O:5][C:4]3[CH:19]=[CH:20][C:21]([CH:22]4[CH2:27][CH2:26][S:25][CH2:24][CH2:23]4)=[C:2]([CH3:1])[CH:3]=3)=[CH:12][CH:11]=2)[CH2:18][CH2:17]1)([CH3:36])([CH3:35])[CH3:34], predict the reactants needed to synthesize it. The reactants are: [CH3:1][C:2]1[CH:3]=[C:4]([CH:19]=[CH:20][C:21]=1[CH:22]1[CH2:27][CH2:26][S:25][CH2:24][CH2:23]1)[O:5][CH2:6][C:7]1[CH:12]=[CH:11][C:10]([CH:13]2[CH2:18][CH2:17][NH:16][CH2:15][CH2:14]2)=[CH:9][CH:8]=1.[C:28]([O:32][C:33]([CH3:36])([CH3:35])[CH3:34])(=[O:31])[CH:29]=[CH2:30].CCN(C(C)C)C(C)C. (7) Given the product [C:23]([C:11]1[CH:12]=[C:13]([C:19]([CH3:20])([CH3:21])[CH3:22])[C:14]([O:15][CH2:16][O:17][CH3:18])=[C:9]([NH:8][C:26](=[O:28])[CH3:27])[CH:10]=1)(=[O:25])[CH3:24], predict the reactants needed to synthesize it. The reactants are: C(N(CC)CC)C.[NH2:8][C:9]1[CH:10]=[C:11]([C:23](=[O:25])[CH3:24])[CH:12]=[C:13]([C:19]([CH3:22])([CH3:21])[CH3:20])[C:14]=1[O:15][CH2:16][O:17][CH3:18].[C:26](Cl)(=[O:28])[CH3:27].